Dataset: Reaction yield outcomes from USPTO patents with 853,638 reactions. Task: Predict the reaction yield, written as a fraction of the theoretical maximum amount of product (1.0 means a 100% yield; for example, 0.34 means a 34% yield). (1) The reactants are [Cl:1][C:2]1[CH:3]=[C:4]([CH:16]=[CH:17][CH:18]=1)[O:5][C:6]1[CH:7]=[C:8]([CH2:14]O)[CH:9]=[CH:10][C:11]=1[O:12][CH3:13].C1(P(C2C=CC=CC=2)C2C=CC=CC=2)C=CC=CC=1.C1C(=O)N([Br:45])C(=O)C1. The catalyst is C(Cl)Cl. The product is [Br:45][CH2:14][C:8]1[CH:9]=[CH:10][C:11]([O:12][CH3:13])=[C:6]([O:5][C:4]2[CH:16]=[CH:17][CH:18]=[C:2]([Cl:1])[CH:3]=2)[CH:7]=1. The yield is 0.850. (2) The reactants are [CH:1]1([CH:7]([N:18]2[CH2:23][CH2:22][C:21]([C:44]3[CH:49]=[CH:48][CH:47]=[C:46]([F:50])[CH:45]=3)([CH2:24][CH2:25][N:26]3[C@H:31]4[CH2:32][CH2:33][C@@H:27]3[CH2:28][CH:29]([N:34]3[C:38]5[CH:39]=[CH:40][CH:41]=[CH:42][C:37]=5[N:36]=[C:35]3[CH3:43])[CH2:30]4)[CH2:20][CH2:19]2)[C:8]([O:10]CC2C=CC=CC=2)=[O:9])[CH2:6][CH2:5][CH2:4][CH2:3][CH2:2]1.[H][H]. The catalyst is CO.[Pd]. The product is [CH:1]1([CH:7]([N:18]2[CH2:23][CH2:22][C:21]([C:44]3[CH:49]=[CH:48][CH:47]=[C:46]([F:50])[CH:45]=3)([CH2:24][CH2:25][N:26]3[C@H:27]4[CH2:33][CH2:32][C@@H:31]3[CH2:30][CH:29]([N:34]3[C:38]5[CH:39]=[CH:40][CH:41]=[CH:42][C:37]=5[N:36]=[C:35]3[CH3:43])[CH2:28]4)[CH2:20][CH2:19]2)[C:8]([OH:10])=[O:9])[CH2:2][CH2:3][CH2:4][CH2:5][CH2:6]1. The yield is 0.850. (3) The reactants are [F:1][C:2]1[CH:3]=[C:4]2[C:9](=[CH:10][CH:11]=1)[CH:8]=[C:7]([CH2:12]O)[CH:6]=[CH:5]2.P(Br)(Br)[Br:15]. The catalyst is C(Cl)Cl. The product is [Br:15][CH2:12][C:7]1[CH:6]=[CH:5][C:4]2[C:9](=[CH:10][CH:11]=[C:2]([F:1])[CH:3]=2)[CH:8]=1. The yield is 0.740. (4) The reactants are [NH2:1][CH2:2][C:3]1[C:4](=[O:14])[NH:5][C:6]([CH:10]2[CH2:13][CH2:12][CH2:11]2)=[CH:7][C:8]=1[CH3:9].[NH2:15][CH2:16][C:17]1[C:18](=[O:28])[NH:19][C:20]([CH3:27])=[CH:21][C:22]=1[CH:23]1[CH2:26][CH2:25][CH2:24]1.[CH3:29][C:30]([O:33][C:34](O[C:37]([O:39][C:40]([CH3:43])([CH3:42])[CH3:41])=[O:38])=[O:35])([CH3:32])[CH3:31].C(N(CC)CC)C. The catalyst is C1COCC1.CN(C=O)C. The product is [CH:10]1([C:6]2[NH:5][C:4](=[O:14])[C:3]([CH2:2][NH:1][C:34](=[O:35])[O:33][C:30]([CH3:32])([CH3:31])[CH3:29])=[C:8]([CH3:9])[CH:7]=2)[CH2:11][CH2:12][CH2:13]1.[CH:23]1([C:22]2[CH:21]=[C:20]([CH3:27])[NH:19][C:18](=[O:28])[C:17]=2[CH2:16][NH:15][C:37](=[O:38])[O:39][C:40]([CH3:41])([CH3:42])[CH3:43])[CH2:24][CH2:25][CH2:26]1. The yield is 0.200. (5) The reactants are [C:1]([O:5][C:6]([N:8]1[CH2:12][CH2:11][CH:10]([N:13]2[CH:17]=[C:16]([C:18]3[CH:23]=[CH:22][C:21]([F:24])=[C:20]([C:25]([F:28])([F:27])[F:26])[CH:19]=3)[N:15]=[C:14]2[CH:29]2[CH2:34][CH2:33][N:32]([C:35]3[C:40]([C:41]#[N:42])=[C:39]([NH2:43])[N:38]=[CH:37][N:36]=3)[CH2:31][CH2:30]2)[CH2:9]1)=[O:7])([CH3:4])([CH3:3])[CH3:2].[OH:44]O. The catalyst is CS(C)=O. The product is [NH2:43][C:39]1[N:38]=[CH:37][N:36]=[C:35]([N:32]2[CH2:31][CH2:30][CH:29]([C:14]3[N:13]([CH:10]4[CH2:11][CH2:12][N:8]([C:6]([O:5][C:1]([CH3:4])([CH3:2])[CH3:3])=[O:7])[CH2:9]4)[CH:17]=[C:16]([C:18]4[CH:23]=[CH:22][C:21]([F:24])=[C:20]([C:25]([F:28])([F:27])[F:26])[CH:19]=4)[N:15]=3)[CH2:34][CH2:33]2)[C:40]=1[C:41](=[O:44])[NH2:42]. The yield is 0.430. (6) The reactants are [CH3:1][C@@H:2]([CH2:25][CH3:26])[C@H:3]([N:11]1[CH2:15][CH2:14][N:13]([CH2:16][C:17]2[CH:22]=[CH:21][CH:20]=[C:19]([CH3:23])[N:18]=2)[C:12]1=[O:24])[C:4]([O:6]C(C)(C)C)=[O:5].FC(F)(F)C(O)=O. The catalyst is ClCCl. The product is [CH3:1][C@@H:2]([CH2:25][CH3:26])[C@H:3]([N:11]1[CH2:15][CH2:14][N:13]([CH2:16][C:17]2[CH:22]=[CH:21][CH:20]=[C:19]([CH3:23])[N:18]=2)[C:12]1=[O:24])[C:4]([OH:6])=[O:5]. The yield is 0.840. (7) The reactants are [ClH:1].[CH3:2][O:3][C:4]1[C:9]2[CH2:10][O:11][C@:12]3([CH3:24])[C@H:16]([C:8]=2[CH:7]=[CH:6][CH:5]=1)[CH2:15][N:14](C(OC(C)(C)C)=O)[CH2:13]3. The catalyst is O1CCOCC1.CO. The product is [ClH:1].[CH3:2][O:3][C:4]1[C:9]2[CH2:10][O:11][C@:12]3([CH3:24])[C@H:16]([C:8]=2[CH:7]=[CH:6][CH:5]=1)[CH2:15][NH:14][CH2:13]3. The yield is 0.720.